From a dataset of NCI-60 drug combinations with 297,098 pairs across 59 cell lines. Regression. Given two drug SMILES strings and cell line genomic features, predict the synergy score measuring deviation from expected non-interaction effect. (1) Drug 1: CCC1=C2CN3C(=CC4=C(C3=O)COC(=O)C4(CC)O)C2=NC5=C1C=C(C=C5)O. Drug 2: C1CN(P(=O)(OC1)NCCCl)CCCl. Cell line: OVCAR-8. Synergy scores: CSS=34.8, Synergy_ZIP=-6.12, Synergy_Bliss=-0.243, Synergy_Loewe=-79.9, Synergy_HSA=0.146. (2) Drug 1: C1C(C(OC1N2C=NC3=C(N=C(N=C32)Cl)N)CO)O. Drug 2: C1=NC2=C(N1)C(=S)N=CN2. Cell line: MCF7. Synergy scores: CSS=23.4, Synergy_ZIP=-0.690, Synergy_Bliss=-0.642, Synergy_Loewe=-16.5, Synergy_HSA=-4.61. (3) Drug 1: CCC1=C2CN3C(=CC4=C(C3=O)COC(=O)C4(CC)O)C2=NC5=C1C=C(C=C5)O. Drug 2: N.N.Cl[Pt+2]Cl. Cell line: OVCAR3. Synergy scores: CSS=21.3, Synergy_ZIP=-5.86, Synergy_Bliss=-3.37, Synergy_Loewe=-5.96, Synergy_HSA=-3.89. (4) Drug 2: C1=NC(=NC(=O)N1C2C(C(C(O2)CO)O)O)N. Drug 1: CCC1=C2CN3C(=CC4=C(C3=O)COC(=O)C4(CC)O)C2=NC5=C1C=C(C=C5)O. Synergy scores: CSS=41.0, Synergy_ZIP=-6.02, Synergy_Bliss=-6.99, Synergy_Loewe=-57.4, Synergy_HSA=-3.52. Cell line: NCIH23.